Dataset: Catalyst prediction with 721,799 reactions and 888 catalyst types from USPTO. Task: Predict which catalyst facilitates the given reaction. (1) Reactant: C([O:3][C:4]([C:6]1[C:10]([CH2:11][CH2:12][CH2:13][N:14]([CH3:16])[CH3:15])=[C:9]([CH:17]=[O:18])[NH:8][C:7]=1[CH3:19])=[O:5])C.[OH-].[Na+].O. Product: [CH3:16][N:14]([CH3:15])[CH2:13][CH2:12][CH2:11][C:10]1[C:6]([C:4]([OH:5])=[O:3])=[C:7]([CH3:19])[NH:8][C:9]=1[CH:17]=[O:18]. The catalyst class is: 191. (2) Reactant: [CH2:1]([N:3]([CH2:23][CH3:24])[C:4]1[O:5][C:6]2[C:7](=[C:9]([C:21]#[N:22])[C:10]([CH3:20])=[C:11]([C:14]3[CH:19]=[CH:18][CH:17]=[CH:16][CH:15]=3)[C:12]=2F)[N:8]=1)[CH3:2].[CH3:25][N:26]([CH3:32])[C@H:27]1[CH2:31][CH2:30][NH:29][CH2:28]1.C(OCC)(=O)C. Product: [CH2:1]([N:3]([CH2:23][CH3:24])[C:4]1[O:5][C:6]2[C:7](=[C:9]([C:21]#[N:22])[C:10]([CH3:20])=[C:11]([C:14]3[CH:19]=[CH:18][CH:17]=[CH:16][CH:15]=3)[C:12]=2[N:29]2[CH2:30][CH2:31][C@H:27]([N:26]([CH3:32])[CH3:25])[CH2:28]2)[N:8]=1)[CH3:2]. The catalyst class is: 550.